The task is: Predict the reactants needed to synthesize the given product.. This data is from Full USPTO retrosynthesis dataset with 1.9M reactions from patents (1976-2016). (1) Given the product [N:1]12[CH2:10][CH:5]3[CH2:6][CH:7]([CH2:9][CH:3]([C@@H:4]3[NH:11][C:23]([C:14]3[CH:15]=[CH:16][C:17]4[C:22](=[CH:21][CH:20]=[CH:19][CH:18]=4)[C:13]=3[OH:12])=[O:24])[CH2:2]1)[CH2:8]2, predict the reactants needed to synthesize it. The reactants are: [N:1]12[CH2:10][CH:5]3[CH2:6][CH:7]([CH2:9][CH:3]([C@@H:4]3[NH2:11])[CH2:2]1)[CH2:8]2.[OH:12][C:13]1[C:22]2[C:17](=[CH:18][CH:19]=[CH:20][CH:21]=2)[CH:16]=[CH:15][C:14]=1[C:23](O)=[O:24].N. (2) Given the product [F:48][C:49]1[CH:56]=[CH:55][C:17]([CH:16]2[C:11]3[C:12](=[CH:13][C:8]([CH2:7][OH:6])=[CH:9][CH:10]=3)[CH2:14][O:15]2)=[CH:51][CH:50]=1, predict the reactants needed to synthesize it. The reactants are: C(OC([O:6][CH2:7][C:8]1[CH:13]=[C:12]([CH2:14][O:15][CH:16](OCC)[CH3:17])[CH:11]=[CH:10][C:9]=1Br)C)C.C(OCCOCC1C=CC=C(COCCOCC)C=1Br)C.C([Li])CCC.[F:48][C:49]1[CH:56]=[CH:55]C(C=O)=[CH:51][CH:50]=1.[Cl-].[NH4+].